Dataset: NCI-60 drug combinations with 297,098 pairs across 59 cell lines. Task: Regression. Given two drug SMILES strings and cell line genomic features, predict the synergy score measuring deviation from expected non-interaction effect. (1) Drug 1: CCN(CC)CCCC(C)NC1=C2C=C(C=CC2=NC3=C1C=CC(=C3)Cl)OC. Drug 2: C1CNP(=O)(OC1)N(CCCl)CCCl. Cell line: 786-0. Synergy scores: CSS=21.1, Synergy_ZIP=-10.3, Synergy_Bliss=-2.90, Synergy_Loewe=-12.8, Synergy_HSA=-2.10. (2) Drug 1: C#CCC(CC1=CN=C2C(=N1)C(=NC(=N2)N)N)C3=CC=C(C=C3)C(=O)NC(CCC(=O)O)C(=O)O. Drug 2: C1=NNC2=C1C(=O)NC=N2. Cell line: LOX IMVI. Synergy scores: CSS=21.1, Synergy_ZIP=-1.28, Synergy_Bliss=-0.358, Synergy_Loewe=-57.4, Synergy_HSA=-0.929. (3) Drug 1: CN1C2=C(C=C(C=C2)N(CCCl)CCCl)N=C1CCCC(=O)O.Cl. Drug 2: CC1C(C(CC(O1)OC2CC(CC3=C2C(=C4C(=C3O)C(=O)C5=CC=CC=C5C4=O)O)(C(=O)C)O)N)O. Cell line: MDA-MB-231. Synergy scores: CSS=40.6, Synergy_ZIP=0.268, Synergy_Bliss=-2.63, Synergy_Loewe=-4.21, Synergy_HSA=0.892. (4) Drug 1: C1CC2CC3=C(CC1C24CN(S(=O)(=O)N4)CC(F)(F)F)C=CC(=C3)C=CCN5CCC(CC5)C(F)(F)F. Drug 2: CNC(=O)C1=NC=CC(=C1)OC2=CC=C(C=C2)NC(=O)NC3=CC(=C(C=C3)Cl)C(F)(F)F. Cell line: OVCAR3. Synergy scores: CSS=53.8, Synergy_ZIP=11.8, Synergy_Bliss=12.7, Synergy_Loewe=3.58, Synergy_HSA=7.40. (5) Drug 1: COC1=NC(=NC2=C1N=CN2C3C(C(C(O3)CO)O)O)N. Drug 2: C1CN(CCN1C(=O)CCBr)C(=O)CCBr. Cell line: KM12. Synergy scores: CSS=16.9, Synergy_ZIP=-6.26, Synergy_Bliss=-1.77, Synergy_Loewe=-4.14, Synergy_HSA=-0.572. (6) Drug 1: CC1=C(C=C(C=C1)NC2=NC=CC(=N2)N(C)C3=CC4=NN(C(=C4C=C3)C)C)S(=O)(=O)N.Cl. Drug 2: C1CN1P(=S)(N2CC2)N3CC3. Cell line: HT29. Synergy scores: CSS=5.76, Synergy_ZIP=-1.05, Synergy_Bliss=-1.29, Synergy_Loewe=-7.59, Synergy_HSA=-4.05.